Dataset: Catalyst prediction with 721,799 reactions and 888 catalyst types from USPTO. Task: Predict which catalyst facilitates the given reaction. (1) The catalyst class is: 5. Reactant: [Si:1]([O:8][C:9]1[CH:16]=[CH:15][C:12]([CH:13]=[O:14])=[C:11]([Cl:17])[CH:10]=1)([C:4]([CH3:7])([CH3:6])[CH3:5])([CH3:3])[CH3:2].[BH4-].[Na+]. Product: [Si:1]([O:8][C:9]1[CH:16]=[CH:15][C:12]([CH2:13][OH:14])=[C:11]([Cl:17])[CH:10]=1)([C:4]([CH3:7])([CH3:6])[CH3:5])([CH3:3])[CH3:2]. (2) Reactant: [CH3:1][S:2](Cl)(=[O:4])=[O:3].[CH3:6][C:7]1[CH:8]=[C:9]([CH3:46])[C:10]2[O:14][C:13]([NH:15][C:16]3[CH:21]=[CH:20][C:19]([CH:22]4[C:30]5[C:29]([NH2:31])=[N:28][CH:27]=[N:26][C:25]=5[N:24]([C@H:32]5[CH2:37][CH2:36][C@@H:35]([N:38]6[CH2:43][CH2:42][NH:41][CH2:40][CH2:39]6)[CH2:34][CH2:33]5)[CH2:23]4)=[CH:18][C:17]=3[F:44])=[N:12][C:11]=2[CH:45]=1.C(N(CC)CC)C. Product: [CH3:6][C:7]1[CH:8]=[C:9]([CH3:46])[C:10]2[O:14][C:13]([NH:15][C:16]3[CH:21]=[CH:20][C:19]([C:22]4[C:30]5[C:29]([NH2:31])=[N:28][CH:27]=[N:26][C:25]=5[N:24]([C@H:32]5[CH2:37][CH2:36][C@@H:35]([N:38]6[CH2:39][CH2:40][N:41]([S:2]([CH3:1])(=[O:4])=[O:3])[CH2:42][CH2:43]6)[CH2:34][CH2:33]5)[CH:23]=4)=[CH:18][C:17]=3[F:44])=[N:12][C:11]=2[CH:45]=1. The catalyst class is: 4. (3) Reactant: [Br:1][C:2]1[CH:11]=[C:10]2[C:5]([C:6](Cl)=[N:7][C:8]([Cl:12])=[N:9]2)=[CH:4][C:3]=1[F:14].[NH:15]1[CH2:20][CH2:19][O:18][CH2:17][CH2:16]1. Product: [Br:1][C:2]1[CH:11]=[C:10]2[C:5]([C:6]([N:15]3[CH2:20][CH2:19][O:18][CH2:17][CH2:16]3)=[N:7][C:8]([Cl:12])=[N:9]2)=[CH:4][C:3]=1[F:14]. The catalyst class is: 4. (4) Reactant: [C:1]([C:5]1[C:6]([S:15][C:16]#[N:17])=[CH:7][C:8]([N+:12]([O-])=O)=[C:9]([NH2:11])[CH:10]=1)([CH3:4])([CH3:3])[CH3:2].[H][H]. Product: [C:1]([C:5]1[CH:10]=[C:9]([NH2:11])[C:8]([NH2:12])=[CH:7][C:6]=1[S:15][C:16]#[N:17])([CH3:4])([CH3:2])[CH3:3]. The catalyst class is: 181. (5) Reactant: [CH3:1][C:2]([CH3:24])([CH2:21][CH2:22][CH3:23])[CH2:3][O:4][C:5]1[N:13]=[C:12]2[C:8]([N:9]=[CH:10][N:11]2[CH:14]2[CH2:19][CH2:18][CH2:17][CH2:16][O:15]2)=[C:7]([NH2:20])[N:6]=1.C1C(=O)N([Br:32])C(=O)C1.C(Cl)Cl. Product: [Br:32][C:10]1[N:11]([CH:14]2[CH2:19][CH2:18][CH2:17][CH2:16][O:15]2)[C:12]2[C:8]([N:9]=1)=[C:7]([NH2:20])[N:6]=[C:5]([O:4][CH2:3][C:2]([CH3:24])([CH3:1])[CH2:21][CH2:22][CH3:23])[N:13]=2. The catalyst class is: 22. (6) Reactant: C(N[CH:5]([CH3:7])[CH3:6])(C)C.C([Li])CCC.C([O:17][C:18](=[O:20])C)C(C)C.[CH:21]([C:24]1[CH:31]=[CH:30][C:27]([CH2:28]Cl)=[CH:26][CH:25]=1)([CH3:23])[CH3:22].Cl. Product: [CH:21]([C:24]1[CH:31]=[CH:30][C:27]([CH2:28][C:5]([CH3:6])([CH3:7])[C:18]([OH:20])=[O:17])=[CH:26][CH:25]=1)([CH3:23])[CH3:22]. The catalyst class is: 7. (7) Reactant: [C:1]([N:5]1[CH2:10][CH2:9][N:8]([C:11]2[N:12]=[CH:13][C:14]3[CH:20]=[C:19]([C:21]4[CH:26]=[CH:25][CH:24]=[CH:23][CH:22]=4)[C:18]([C:27]4[CH:34]=[CH:33][C:30]([CH:31]=O)=[CH:29][CH:28]=4)=[N:17][C:15]=3[N:16]=2)[CH2:7][CH2:6]1)(=[O:4])[CH2:2][OH:3].O=[C:36]([N:39]1[CH2:44][CH2:43][NH:42][CH2:41][CH2:40]1)[CH2:37]O.F[C:46](F)(F)[C:47](O)=O.N1CCC(C2NC(C3C=CC=CN=3)=[N:61][N:62]=2)CC1.[CH3:69][CH2:70][N:71](CC)[CH2:72][CH3:73].CC(O)=O.C(O[BH-](OC(=O)C)OC(=O)C)(=O)C.[Na+]. Product: [O:4]=[C:1]([N:5]1[CH2:10][CH2:9][N:8]([C:11]2[N:12]=[CH:13][C:14]3[CH:20]=[C:19]([C:21]4[CH:26]=[CH:25][CH:24]=[CH:23][CH:22]=4)[C:18]([C:27]4[CH:34]=[CH:33][C:30]([CH2:31][N:71]5[CH2:72][CH2:73][CH:37]([C:36]6[NH:39][C:44]([C:43]7[CH:47]=[CH:46][CH:40]=[CH:41][N:42]=7)=[N:62][N:61]=6)[CH2:69][CH2:70]5)=[CH:29][CH:28]=4)=[N:17][C:15]=3[N:16]=2)[CH2:7][CH2:6]1)[CH2:2][OH:3]. The catalyst class is: 25. (8) Reactant: [O:1]=[C:2]1[CH2:5][CH:4]([C:6]([OH:8])=[O:7])[CH2:3]1.C1CCC(N=C=N[CH:18]2[CH2:23][CH2:22]CCC2)CC1.[CH3:24]CC(O)C. Product: [O:1]=[C:2]1[CH2:5][CH:4]([C:6]([O:8][C:23]([CH3:22])([CH3:18])[CH3:24])=[O:7])[CH2:3]1. The catalyst class is: 2.